From a dataset of Catalyst prediction with 721,799 reactions and 888 catalyst types from USPTO. Predict which catalyst facilitates the given reaction. (1) Product: [F:1][C:2]1[CH:9]=[C:8]([F:10])[C:7]([N+:16]([O-:18])=[O:17])=[CH:6][C:3]=1[CH:4]=[O:5]. The catalyst class is: 124. Reactant: [F:1][C:2]1[CH:9]=[C:8]([F:10])[CH:7]=[CH:6][C:3]=1[CH:4]=[O:5].S(=O)(=O)(O)O.[N+:16]([O-])([OH:18])=[O:17].O. (2) The catalyst class is: 8. Product: [C:22]([O:21][C:19]([N:16]1[CH2:17][CH2:18][C:13]2[N:6]=[CH:5][N:7]=[CH:26][C:14]=2[CH2:15]1)=[O:20])([CH3:25])([CH3:23])[CH3:24]. Reactant: C(O)(=O)C.[CH:5]([NH2:7])=[NH:6].[O-]CC.[Na+].O=[C:13]1[CH2:18][CH2:17][N:16]([C:19]([O:21][C:22]([CH3:25])([CH3:24])[CH3:23])=[O:20])[CH2:15][C:14]1=[CH:26]N(C)C. (3) Reactant: C([N:8]1[CH2:13][CH2:12][C:11](=[O:14])[C:10]([CH3:16])([CH3:15])[CH2:9]1)C1C=CC=CC=1.[C:17](=[O:28])([O:23][C:24]([CH3:27])([CH3:26])[CH3:25])OC(C)(C)C.C(=O)([O-])[O-].[Na+].[Na+]. Product: [C:17]([N:8]1[CH2:13][CH2:12][C:11](=[O:14])[C:10]([CH3:16])([CH3:15])[CH2:9]1)([O:23][C:24]([CH3:25])([CH3:26])[CH3:27])=[O:28]. The catalyst class is: 604. (4) The catalyst class is: 10. Product: [C:1]([O:5][C:6]([N:8]([C:9]1[C:18]([N+:19]([O-:21])=[O:20])=[CH:17][CH:16]=[CH:15][C:10]=1[C:11]([O:13][CH3:14])=[O:12])[CH2:28][C:29]1[CH:30]=[CH:31][C:32]([C:35]2[CH:42]=[CH:41][CH:40]=[CH:39][C:36]=2[C:37]#[N:38])=[CH:33][CH:34]=1)=[O:7])([CH3:4])([CH3:2])[CH3:3]. Reactant: [C:1]([O:5][C:6]([NH:8][C:9]1[C:18]([N+:19]([O-:21])=[O:20])=[CH:17][CH:16]=[CH:15][C:10]=1[C:11]([O:13][CH3:14])=[O:12])=[O:7])([CH3:4])([CH3:3])[CH3:2].C(=O)([O-])[O-].[K+].[K+].[CH3:28][C:29]1[CH:34]=[CH:33][C:32]([C:35]2[CH:42]=[CH:41][CH:40]=[CH:39][C:36]=2[C:37]#[N:38])=[CH:31][CH:30]=1.BrCC1(CBr)C=CC(C2C=CC=CC=2C#N)=CC1. (5) The catalyst class is: 49. Reactant: CC(=C(C)C)C.[F:7][C:8]([F:51])([F:50])[C:9]1[CH:10]=[C:11]([C@H:19]([O:21][C@H:22]2[CH2:26][N:25]([C:27]([O:29][C:30]([CH3:33])([CH3:32])[CH3:31])=[O:28])[C@@H:24]([C:34]([C:39]([O:41][CH3:42])=[O:40])([CH3:38])[CH2:35][CH:36]=[CH2:37])[C@@H:23]2[C:43]2[CH:48]=[CH:47][C:46]([F:49])=[CH:45][CH:44]=2)[CH3:20])[CH:12]=[C:13]([C:15]([F:18])([F:17])[F:16])[CH:14]=1.[OH:52]O.[OH-].[Na+]. Product: [F:18][C:15]([F:16])([F:17])[C:13]1[CH:12]=[C:11]([C@H:19]([O:21][C@H:22]2[CH2:26][N:25]([C:27]([O:29][C:30]([CH3:32])([CH3:31])[CH3:33])=[O:28])[C@@H:24]([C:34]([C:39]([O:41][CH3:42])=[O:40])([CH3:38])[CH2:35][CH2:36][CH2:37][OH:52])[C@@H:23]2[C:43]2[CH:48]=[CH:47][C:46]([F:49])=[CH:45][CH:44]=2)[CH3:20])[CH:10]=[C:9]([C:8]([F:7])([F:50])[F:51])[CH:14]=1. (6) Reactant: [C:1]([C:3]1[CH:4]=[N:5][C:6]2[C:11]([CH:12]=1)=[CH:10][C:9]([O:13][CH:14]([S:24][CH3:25])[C:15]([NH:17][C:18]1([CH:22]=O)[CH2:21][CH2:20][CH2:19]1)=[O:16])=[CH:8][CH:7]=2)#[CH:2].C([O-])(=O)C.[Na+].Cl.[CH3:32][O:33][NH2:34].O. Product: [C:1]([C:3]1[CH:4]=[N:5][C:6]2[C:11]([CH:12]=1)=[CH:10][C:9]([O:13][CH:14]([S:24][CH3:25])[C:15]([NH:17][C:18]1([CH:22]=[N:34][O:33][CH3:32])[CH2:19][CH2:20][CH2:21]1)=[O:16])=[CH:8][CH:7]=2)#[CH:2]. The catalyst class is: 8. (7) Reactant: [CH2:1]([O:3][C:4]([C@H:6]1[C@H:10]([NH:11][C:12]([O:14][CH2:15][CH2:16][Si:17]([CH3:20])([CH3:19])[CH3:18])=[O:13])[CH2:9][N:8](CC2C=CC=CC=2)[CH2:7]1)=[O:5])[CH3:2].C(O[C:33](=[O:39])[O:34][C:35]([CH3:38])([CH3:37])[CH3:36])(C)(C)C. Product: [CH2:1]([O:3][C:4]([C@H:6]1[C@H:10]([NH:11][C:12]([O:14][CH2:15][CH2:16][Si:17]([CH3:18])([CH3:20])[CH3:19])=[O:13])[CH2:9][N:8]([C:33]([O:34][C:35]([CH3:36])([CH3:37])[CH3:38])=[O:39])[CH2:7]1)=[O:5])[CH3:2]. The catalyst class is: 320.